From a dataset of Forward reaction prediction with 1.9M reactions from USPTO patents (1976-2016). Predict the product of the given reaction. (1) The product is: [C:5]1([C:15]2[CH:16]=[CH:17][CH:18]=[CH:19][CH:20]=2)[CH:6]=[CH:7][C:8]([CH2:11][CH2:12][OH:13])=[CH:9][CH:10]=1. Given the reactants [H][H].[BH4-].[Na+].[C:5]1([C:15]2[CH:20]=[CH:19][CH:18]=[CH:17][CH:16]=2)[CH:10]=[CH:9][C:8]([CH2:11][C:12](O)=[O:13])=[CH:7][CH:6]=1.[OH-].[Na+], predict the reaction product. (2) Given the reactants [Br:1][C:2]1[C:11]([CH2:12]O)=[C:10]2[C:5]([NH:6][C:7]([CH3:17])([CH3:16])[C:8](=[O:15])[N:9]2[CH3:14])=[CH:4][CH:3]=1.C(N(CC)CC)C.CS([Cl:29])(=O)=O.C(OCC)(=O)C, predict the reaction product. The product is: [Br:1][C:2]1[C:11]([CH2:12][Cl:29])=[C:10]2[C:5]([NH:6][C:7]([CH3:17])([CH3:16])[C:8](=[O:15])[N:9]2[CH3:14])=[CH:4][CH:3]=1.